From a dataset of NCI-60 drug combinations with 297,098 pairs across 59 cell lines. Regression. Given two drug SMILES strings and cell line genomic features, predict the synergy score measuring deviation from expected non-interaction effect. (1) Drug 1: C1=C(C(=O)NC(=O)N1)N(CCCl)CCCl. Drug 2: CC1=C(N=C(N=C1N)C(CC(=O)N)NCC(C(=O)N)N)C(=O)NC(C(C2=CN=CN2)OC3C(C(C(C(O3)CO)O)O)OC4C(C(C(C(O4)CO)O)OC(=O)N)O)C(=O)NC(C)C(C(C)C(=O)NC(C(C)O)C(=O)NCCC5=NC(=CS5)C6=NC(=CS6)C(=O)NCCC[S+](C)C)O. Cell line: DU-145. Synergy scores: CSS=48.9, Synergy_ZIP=4.50, Synergy_Bliss=6.28, Synergy_Loewe=4.55, Synergy_HSA=5.77. (2) Drug 1: CNC(=O)C1=NC=CC(=C1)OC2=CC=C(C=C2)NC(=O)NC3=CC(=C(C=C3)Cl)C(F)(F)F. Drug 2: CN(CCCl)CCCl.Cl. Cell line: A549. Synergy scores: CSS=15.6, Synergy_ZIP=1.45, Synergy_Bliss=-0.512, Synergy_Loewe=-31.7, Synergy_HSA=-4.70.